From a dataset of NCI-60 drug combinations with 297,098 pairs across 59 cell lines. Regression. Given two drug SMILES strings and cell line genomic features, predict the synergy score measuring deviation from expected non-interaction effect. (1) Drug 1: C1=NC2=C(N1)C(=S)N=C(N2)N. Drug 2: C1=CN(C(=O)N=C1N)C2C(C(C(O2)CO)O)O.Cl. Cell line: NCIH23. Synergy scores: CSS=59.9, Synergy_ZIP=-1.72, Synergy_Bliss=-1.32, Synergy_Loewe=-0.146, Synergy_HSA=2.37. (2) Drug 1: CCC1(CC2CC(C3=C(CCN(C2)C1)C4=CC=CC=C4N3)(C5=C(C=C6C(=C5)C78CCN9C7C(C=CC9)(C(C(C8N6C)(C(=O)OC)O)OC(=O)C)CC)OC)C(=O)OC)O.OS(=O)(=O)O. Drug 2: CCC1(C2=C(COC1=O)C(=O)N3CC4=CC5=C(C=CC(=C5CN(C)C)O)N=C4C3=C2)O.Cl. Cell line: SNB-19. Synergy scores: CSS=33.7, Synergy_ZIP=1.01, Synergy_Bliss=-1.65, Synergy_Loewe=-18.0, Synergy_HSA=-2.35. (3) Drug 1: CCC(=C(C1=CC=CC=C1)C2=CC=C(C=C2)OCCN(C)C)C3=CC=CC=C3.C(C(=O)O)C(CC(=O)O)(C(=O)O)O. Drug 2: CC12CCC3C(C1CCC2OP(=O)(O)O)CCC4=C3C=CC(=C4)OC(=O)N(CCCl)CCCl.[Na+]. Cell line: DU-145. Synergy scores: CSS=11.2, Synergy_ZIP=-4.92, Synergy_Bliss=-4.71, Synergy_Loewe=-8.10, Synergy_HSA=-3.92. (4) Drug 1: C1CCC(C1)C(CC#N)N2C=C(C=N2)C3=C4C=CNC4=NC=N3. Drug 2: C1=CN(C(=O)N=C1N)C2C(C(C(O2)CO)O)O.Cl. Cell line: ACHN. Synergy scores: CSS=47.0, Synergy_ZIP=-1.08, Synergy_Bliss=-1.33, Synergy_Loewe=-31.0, Synergy_HSA=-1.15. (5) Drug 1: CC1=CC=C(C=C1)C2=CC(=NN2C3=CC=C(C=C3)S(=O)(=O)N)C(F)(F)F. Drug 2: CN(CCCl)CCCl.Cl. Cell line: SNB-19. Synergy scores: CSS=12.2, Synergy_ZIP=-7.10, Synergy_Bliss=-0.991, Synergy_Loewe=-14.9, Synergy_HSA=-2.26. (6) Drug 1: C1CC(=O)NC(=O)C1N2C(=O)C3=CC=CC=C3C2=O. Drug 2: COCCOC1=C(C=C2C(=C1)C(=NC=N2)NC3=CC=CC(=C3)C#C)OCCOC.Cl. Cell line: UO-31. Synergy scores: CSS=13.6, Synergy_ZIP=1.46, Synergy_Bliss=3.00, Synergy_Loewe=-9.60, Synergy_HSA=-2.61. (7) Drug 1: COC1=C(C=C2C(=C1)N=CN=C2NC3=CC(=C(C=C3)F)Cl)OCCCN4CCOCC4. Drug 2: C1C(C(OC1N2C=NC3=C(N=C(N=C32)Cl)N)CO)O. Synergy scores: CSS=47.4, Synergy_ZIP=-3.19, Synergy_Bliss=0.0447, Synergy_Loewe=3.87, Synergy_HSA=5.43. Cell line: ACHN. (8) Drug 1: CCCCCOC(=O)NC1=NC(=O)N(C=C1F)C2C(C(C(O2)C)O)O. Drug 2: C1CN1C2=NC(=NC(=N2)N3CC3)N4CC4. Cell line: MOLT-4. Synergy scores: CSS=70.7, Synergy_ZIP=3.21, Synergy_Bliss=-0.105, Synergy_Loewe=-33.7, Synergy_HSA=-6.23. (9) Drug 1: CC(C1=C(C=CC(=C1Cl)F)Cl)OC2=C(N=CC(=C2)C3=CN(N=C3)C4CCNCC4)N. Drug 2: C1=CC=C(C(=C1)C(C2=CC=C(C=C2)Cl)C(Cl)Cl)Cl. Cell line: DU-145. Synergy scores: CSS=13.3, Synergy_ZIP=7.98, Synergy_Bliss=12.1, Synergy_Loewe=7.53, Synergy_HSA=9.84.